From a dataset of Full USPTO retrosynthesis dataset with 1.9M reactions from patents (1976-2016). Predict the reactants needed to synthesize the given product. (1) Given the product [C:9]1([P:8]([C:4]2[CH:3]=[C:2]([O-:1])[CH:7]=[CH:6][CH:5]=2)([C:15]2[CH:20]=[CH:19][CH:18]=[CH:17][CH:16]=2)=[O:21])[CH:14]=[CH:13][CH:12]=[CH:11][CH:10]=1.[Li+:23], predict the reactants needed to synthesize it. The reactants are: [OH:1][C:2]1[CH:3]=[C:4]([P:8](=[O:21])([C:15]2[CH:20]=[CH:19][CH:18]=[CH:17][CH:16]=2)[C:9]2[CH:14]=[CH:13][CH:12]=[CH:11][CH:10]=2)[CH:5]=[CH:6][CH:7]=1.[H-].[Li+:23]. (2) Given the product [F:1][C:2]1[CH:11]=[C:10]2[C:5]([CH:6]=[C:7]([CH3:13])[NH:8][C:9]2=[O:12])=[CH:4][C:3]=1[OH:14], predict the reactants needed to synthesize it. The reactants are: [F:1][C:2]1[CH:11]=[C:10]2[C:5]([CH:6]=[C:7]([CH3:13])[NH:8][C:9]2=[O:12])=[CH:4][C:3]=1[O:14]C.B(Br)(Br)Br.O.